This data is from Catalyst prediction with 721,799 reactions and 888 catalyst types from USPTO. The task is: Predict which catalyst facilitates the given reaction. (1) Reactant: [Cl:1][C:2]1[CH:3]=[C:4]([CH2:8][CH2:9][NH:10][C:11](=[O:17])[O:12][C:13]([CH3:16])([CH3:15])[CH3:14])[CH:5]=[N:6][CH:7]=1.ClC1C=CC=C(C(OO)=[O:26])C=1. Product: [C:13]([O:12][C:11]([NH:10][CH2:9][CH2:8][C:4]1[CH:5]=[N+:6]([O-:26])[CH:7]=[C:2]([Cl:1])[CH:3]=1)=[O:17])([CH3:14])([CH3:16])[CH3:15]. The catalyst class is: 2. (2) Reactant: [C:1]([C:3]1[CH:12]=[CH:11][C:6]([C:7]([NH:9][CH3:10])=[O:8])=[CH:5][C:4]=1[CH3:13])#N.C(O)=[O:15]. Product: [CH:1]([C:3]1[CH:12]=[CH:11][C:6]([C:7]([NH:9][CH3:10])=[O:8])=[CH:5][C:4]=1[CH3:13])=[O:15]. The catalyst class is: 181. (3) Reactant: [Br:1][C:2]1[C:12]([O:13][CH2:14][C:15]([N:17]([CH2:21][CH2:22][CH3:23])[CH2:18][CH2:19][CH3:20])=[O:16])=[C:11]([Br:24])[CH:10]=[CH:9][C:3]=1[C:4]([O:6]CC)=[O:5].[OH-].[Na+].Cl. Product: [Br:1][C:2]1[C:12]([O:13][CH2:14][C:15]([N:17]([CH2:21][CH2:22][CH3:23])[CH2:18][CH2:19][CH3:20])=[O:16])=[C:11]([Br:24])[CH:10]=[CH:9][C:3]=1[C:4]([OH:6])=[O:5]. The catalyst class is: 20. (4) Product: [C:2]([C:3]1[CH:4]=[C:5]([C:14]([OH:16])=[O:15])[C:6](=[O:13])[N:7]2[C:12]=1[CH:11]=[CH:10][CH:9]=[CH:8]2)(=[O:1])[C:17]1[CH:22]=[CH:21][CH:20]=[CH:19][CH:18]=1. The catalyst class is: 23. Reactant: [OH:1][CH:2]([C:17]1[CH:22]=[CH:21][CH:20]=[CH:19][CH:18]=1)[C:3]1[CH:4]=[C:5]([C:14]([OH:16])=[O:15])[C:6](=[O:13])[N:7]2[C:12]=1[CH:11]=[CH:10][CH:9]=[CH:8]2.OI1(=O)C2C=CC=CC=2C(=O)O1.